This data is from NCI-60 drug combinations with 297,098 pairs across 59 cell lines. The task is: Regression. Given two drug SMILES strings and cell line genomic features, predict the synergy score measuring deviation from expected non-interaction effect. Drug 1: C1=C(C(=O)NC(=O)N1)F. Drug 2: C1C(C(OC1N2C=NC3=C2NC=NCC3O)CO)O. Cell line: M14. Synergy scores: CSS=43.4, Synergy_ZIP=5.75, Synergy_Bliss=4.44, Synergy_Loewe=2.52, Synergy_HSA=5.47.